This data is from Catalyst prediction with 721,799 reactions and 888 catalyst types from USPTO. The task is: Predict which catalyst facilitates the given reaction. (1) Reactant: [Cl:1][C:2]1[CH:11]=[CH:10][C:9]2[C:4](=[CH:5][CH:6]=[C:7]([O:12][C@H:13]3[CH2:18][CH2:17][C@@H:16]([CH2:19][CH3:20])[CH2:15][CH2:14]3)[CH:8]=2)[N:3]=1.C1C(=O)N([I:28])C(=O)C1.C(O)(C(F)(F)F)=O. Product: [Cl:1][C:2]1[CH:11]=[CH:10][C:9]2[C:4](=[CH:5][CH:6]=[C:7]([O:12][C@H:13]3[CH2:18][CH2:17][C@@H:16]([CH2:19][CH3:20])[CH2:15][CH2:14]3)[C:8]=2[I:28])[N:3]=1. The catalyst class is: 10. (2) Reactant: [CH:1]1([NH:4][C:5](=[O:36])[C:6]2[CH:11]=[CH:10][C:9]([C:12]3[N:16]4[N:17]=[C:18]([C:27]5[CH:32]=[CH:31][CH:30]=[CH:29][C:28]=5[CH2:33]O)[CH:19]=[C:20]([NH:21][CH2:22][C:23]([OH:26])([CH3:25])[CH3:24])[C:15]4=[N:14][CH:13]=3)=[CH:8][C:7]=2[CH3:35])[CH2:3][CH2:2]1.C(N(S(F)(F)[F:43])CC)C.O. Product: [CH:1]1([NH:4][C:5](=[O:36])[C:6]2[CH:11]=[CH:10][C:9]([C:12]3[N:16]4[N:17]=[C:18]([C:27]5[CH:32]=[CH:31][CH:30]=[CH:29][C:28]=5[CH2:33][F:43])[CH:19]=[C:20]([NH:21][CH2:22][C:23]([OH:26])([CH3:25])[CH3:24])[C:15]4=[N:14][CH:13]=3)=[CH:8][C:7]=2[CH3:35])[CH2:3][CH2:2]1. The catalyst class is: 4. (3) Reactant: [C:1]([Cl:4])(=O)C.O.O.O.[C:8]([NH:11][C@@H:12]1[C@@H:17]([NH2:18])[CH:16]=[C:15]([C:19]([OH:21])=[O:20])[O:14][C@H:13]1[C@H:22]([OH:27])[C@H:23]([OH:26])[CH2:24][OH:25])(=[O:10])[CH3:9]. Product: [ClH:4].[C:8]([NH:11][C@@H:12]1[C@@H:17]([NH2:18])[CH:16]=[C:15]([C:19]([O:21][CH3:1])=[O:20])[O:14][C@H:13]1[C@H:22]([OH:27])[C@H:23]([OH:26])[CH2:24][OH:25])(=[O:10])[CH3:9]. The catalyst class is: 5. (4) Reactant: [CH3:1][N:2]1[CH:6]=[C:5]([C:7]2[CH:12]=[CH:11][C:10]([C:13]3[C:22]4[C:17](=[CH:18][CH:19]=[C:20]([C:23](O)=[O:24])[CH:21]=4)[CH:16]=[N:15][CH:14]=3)=[CH:9][CH:8]=2)[CH:4]=[N:3]1.Cl.[F:27][C:28]1([F:32])[CH2:31][NH:30][CH2:29]1.F[P-](F)(F)(F)(F)F.CN(C(N(C)C)=[N+]1C2C(=NC=CC=2)[N+]([O-])=N1)C.C(N(CC)C(C)C)(C)C. Product: [F:27][C:28]1([F:32])[CH2:31][N:30]([C:23]([C:20]2[CH:21]=[C:22]3[C:17](=[CH:18][CH:19]=2)[CH:16]=[N:15][CH:14]=[C:13]3[C:10]2[CH:9]=[CH:8][C:7]([C:5]3[CH:4]=[N:3][N:2]([CH3:1])[CH:6]=3)=[CH:12][CH:11]=2)=[O:24])[CH2:29]1. The catalyst class is: 9. (5) Reactant: [CH2:1]([O:8][CH2:9][CH2:10][C:11]1[N:12]=[C:13]([C:16]2[CH:21]=[CH:20][CH:19]=[CH:18][C:17]=2[NH:22][C:23]([O:25][CH2:26][CH:27]2[CH2:32][CH2:31][N:30](C(OC(C)(C)C)=O)[CH2:29][CH2:28]2)=[O:24])[S:14][CH:15]=1)[C:2]1[CH:7]=[CH:6][CH:5]=[CH:4][CH:3]=1.[F:40][C:41]([F:46])([F:45])[C:42]([OH:44])=[O:43]. Product: [F:40][C:41]([F:46])([F:45])[C:42]([OH:44])=[O:43].[CH2:1]([O:8][CH2:9][CH2:10][C:11]1[N:12]=[C:13]([C:16]2[CH:21]=[CH:20][CH:19]=[CH:18][C:17]=2[NH:22][C:23](=[O:24])[O:25][CH2:26][CH:27]2[CH2:28][CH2:29][NH:30][CH2:31][CH2:32]2)[S:14][CH:15]=1)[C:2]1[CH:7]=[CH:6][CH:5]=[CH:4][CH:3]=1. The catalyst class is: 4.